This data is from Forward reaction prediction with 1.9M reactions from USPTO patents (1976-2016). The task is: Predict the product of the given reaction. Given the reactants [Cl:1][C:2]1[CH:3]=[C:4]([CH:8]=[CH:9][C:10]=1[N:11]([CH2:28][CH2:29][OH:30])[C:12]([C:14]1[S:27][C:17]2[C:18]3[CH:26]=[CH:25][CH:24]=[CH:23][C:19]=3[O:20][CH2:21][CH2:22][C:16]=2[CH:15]=1)=[O:13])[C:5](O)=[O:6].CN(C(ON1N=NC2C=CC=NC1=2)=[N+](C)C)C.F[P-](F)(F)(F)(F)F.CCN(C(C)C)C(C)C.[N:64]1([C:70]([O:72][C:73]([CH3:76])([CH3:75])[CH3:74])=[O:71])[CH2:69][CH2:68][NH:67][CH2:66][CH2:65]1, predict the reaction product. The product is: [Cl:1][C:2]1[CH:3]=[C:4]([CH:8]=[CH:9][C:10]=1[N:11]([CH2:28][CH2:29][OH:30])[C:12]([C:14]1[S:27][C:17]2[C:18]3[CH:26]=[CH:25][CH:24]=[CH:23][C:19]=3[O:20][CH2:21][CH2:22][C:16]=2[CH:15]=1)=[O:13])[C:5]([N:67]1[CH2:68][CH2:69][N:64]([C:70]([O:72][C:73]([CH3:76])([CH3:75])[CH3:74])=[O:71])[CH2:65][CH2:66]1)=[O:6].